This data is from Peptide-MHC class II binding affinity with 134,281 pairs from IEDB. The task is: Regression. Given a peptide amino acid sequence and an MHC pseudo amino acid sequence, predict their binding affinity value. This is MHC class II binding data. (1) The peptide sequence is TRRKLLLIFDALILL. The MHC is DRB1_0401 with pseudo-sequence DRB1_0401. The binding affinity (normalized) is 0.323. (2) The peptide sequence is RVPEDLLAMVVAVEQ. The MHC is HLA-DQA10101-DQB10501 with pseudo-sequence HLA-DQA10101-DQB10501. The binding affinity (normalized) is 0.448. (3) The peptide sequence is YDKTLANVSTVLTGK. The MHC is DRB1_1101 with pseudo-sequence DRB1_1101. The binding affinity (normalized) is 0.547. (4) The peptide sequence is CGERTEGRCLHYTVDKSK. The MHC is DRB1_0101 with pseudo-sequence DRB1_0101. The binding affinity (normalized) is 0. (5) The peptide sequence is LVQDDVIPANWKPDT. The MHC is HLA-DQA10101-DQB10501 with pseudo-sequence HLA-DQA10101-DQB10501. The binding affinity (normalized) is 0.153. (6) The peptide sequence is IEFRFYKEITNVFRG. The MHC is DRB1_1101 with pseudo-sequence DRB1_1101. The binding affinity (normalized) is 0.395. (7) The peptide sequence is EPGHLAPTGMFVAGA. The binding affinity (normalized) is 0.153. The MHC is HLA-DPA10201-DPB11401 with pseudo-sequence HLA-DPA10201-DPB11401. (8) The peptide sequence is MSQIMYNYPAMRAHA. The MHC is HLA-DPA10201-DPB11401 with pseudo-sequence HLA-DPA10201-DPB11401. The binding affinity (normalized) is 0.135.